This data is from Reaction yield outcomes from USPTO patents with 853,638 reactions. The task is: Predict the reaction yield, written as a fraction of the theoretical maximum amount of product (1.0 means a 100% yield; for example, 0.34 means a 34% yield). The product is [NH2:8][C:6]1[CH:5]=[C:4]([C:11]([F:12])([F:13])[F:14])[C:3]([CH2:15][C:16]#[N:17])=[C:2]([Cl:1])[CH:7]=1. The catalyst is [Fe]. The yield is 0.960. The reactants are [Cl:1][C:2]1[CH:7]=[C:6]([N+:8]([O-])=O)[CH:5]=[C:4]([C:11]([F:14])([F:13])[F:12])[C:3]=1[CH2:15][C:16]#[N:17].[Cl-].[NH4+].